This data is from Peptide-MHC class I binding affinity with 185,985 pairs from IEDB/IMGT. The task is: Regression. Given a peptide amino acid sequence and an MHC pseudo amino acid sequence, predict their binding affinity value. This is MHC class I binding data. (1) The peptide sequence is RVLGRVLPY. The MHC is HLA-B58:01 with pseudo-sequence HLA-B58:01. The binding affinity (normalized) is 0.543. (2) The peptide sequence is ALQGGDRGF. The MHC is Mamu-B17 with pseudo-sequence Mamu-B17. The binding affinity (normalized) is 0. (3) The peptide sequence is ARLFGIRAK. The MHC is Mamu-B1001 with pseudo-sequence Mamu-B1001. The binding affinity (normalized) is 0.350. (4) The peptide sequence is AERGPGQMLG. The MHC is HLA-A26:01 with pseudo-sequence HLA-A26:01. The binding affinity (normalized) is 0. (5) The peptide sequence is ECFVRSSPASF. The MHC is H-2-Db with pseudo-sequence H-2-Db. The binding affinity (normalized) is 0. (6) The peptide sequence is KPRSPVVEL. The MHC is HLA-B27:05 with pseudo-sequence HLA-B27:05. The binding affinity (normalized) is 0.0847. (7) The peptide sequence is GQFNRYAAM. The MHC is HLA-A68:02 with pseudo-sequence HLA-A68:02. The binding affinity (normalized) is 0.322. (8) The peptide sequence is KTGECSKCY. The binding affinity (normalized) is 0.378. The MHC is HLA-A30:02 with pseudo-sequence HLA-A30:02.